This data is from Reaction yield outcomes from USPTO patents with 853,638 reactions. The task is: Predict the reaction yield, written as a fraction of the theoretical maximum amount of product (1.0 means a 100% yield; for example, 0.34 means a 34% yield). (1) The reactants are [CH2:1]([C@@H:5]1[NH:10][CH2:9][C@H:8]([CH:11]=[CH:12][CH3:13])[NH:7][C:6]1=[O:14])[CH:2]([CH3:4])[CH3:3].[F:15][C:16]1[CH:26]=[C:25]([F:27])[CH:24]=[CH:23][C:17]=1[CH:18]=[CH:19][C:20](O)=[O:21].C([C@@H]1N(C(=O)/C=C/C2C=CC=CC=2)C[C@H](CC(C)C)NC1=O)C(C)C. No catalyst specified. The product is [F:15][C:16]1[CH:26]=[C:25]([F:27])[CH:24]=[CH:23][C:17]=1/[CH:18]=[CH:19]/[C:20]([N:10]1[CH2:9][C@H:8](/[CH:11]=[CH:12]/[CH3:13])[NH:7][C:6](=[O:14])[C@@H:5]1[CH2:1][CH:2]([CH3:4])[CH3:3])=[O:21]. The yield is 0.745. (2) The reactants are [OH:1][CH2:2][C:3]([O:5][CH2:6][CH3:7])=[O:4].[O:8]1[CH:13]=[CH:12][CH2:11][CH2:10][CH2:9]1.CC1C=CC(S([O-])(=O)=O)=CC=1.C1C=C[NH+]=CC=1. The catalyst is C(Cl)Cl. The product is [O:8]1[CH2:13][CH2:12][CH2:11][CH2:10][CH:9]1[O:1][CH2:2][C:3]([O:5][CH2:6][CH3:7])=[O:4]. The yield is 0.810. (3) The reactants are [Cl:1][C:2]1[C:3]2[N:4]([CH:8]=[C:9]([C:11]3[CH:16]=[CH:15][C:14]([F:17])=[CH:13][CH:12]=3)[N:10]=2)[CH:5]=[CH:6][CH:7]=1.[I:18]N1C(=O)CCC1=O. The catalyst is ClCCl. The product is [Cl:1][C:2]1[C:3]2[N:4]([C:8]([I:18])=[C:9]([C:11]3[CH:16]=[CH:15][C:14]([F:17])=[CH:13][CH:12]=3)[N:10]=2)[CH:5]=[CH:6][CH:7]=1. The yield is 0.800.